This data is from Reaction yield outcomes from USPTO patents with 853,638 reactions. The task is: Predict the reaction yield, written as a fraction of the theoretical maximum amount of product (1.0 means a 100% yield; for example, 0.34 means a 34% yield). (1) The reactants are Br[C:2]1[C:3]([C:10]2[CH:15]=[CH:14][C:13]([O:16][CH3:17])=[CH:12][C:11]=2[F:18])=[N:4][N:5]([CH3:9])[C:6]=1[C:7]#[N:8].C([Sn](CCCC)(CCCC)[C:24]1[C:28]([CH3:29])=[CH:27][S:26][C:25]=1[CH3:30])CCC.C1(C)C=CC=CC=1P(C1C=CC=CC=1C)C1C=CC=CC=1C. The catalyst is C1C=CC(/C=C/C(/C=C/C2C=CC=CC=2)=O)=CC=1.C1C=CC(/C=C/C(/C=C/C2C=CC=CC=2)=O)=CC=1.C1C=CC(/C=C/C(/C=C/C2C=CC=CC=2)=O)=CC=1.[Pd].[Pd].CN(C=O)C. The product is [CH3:30][C:25]1[S:26][CH:27]=[C:28]([CH3:29])[C:24]=1[C:2]1[C:3]([C:10]2[CH:15]=[CH:14][C:13]([O:16][CH3:17])=[CH:12][C:11]=2[F:18])=[N:4][N:5]([CH3:9])[C:6]=1[C:7]#[N:8]. The yield is 0.320. (2) The reactants are [CH:1]1([N:5]2[CH2:10][CH2:9][CH:8]([O:11][C:12]3[CH:17]=[CH:16][C:15]([N+:18]([O-])=O)=[CH:14][CH:13]=3)[CH2:7][CH2:6]2)[CH2:4][CH2:3][CH2:2]1. The catalyst is [C].[Pd].CO. The product is [CH:1]1([N:5]2[CH2:10][CH2:9][CH:8]([O:11][C:12]3[CH:13]=[CH:14][C:15]([NH2:18])=[CH:16][CH:17]=3)[CH2:7][CH2:6]2)[CH2:4][CH2:3][CH2:2]1. The yield is 0.970. (3) The reactants are [NH2:1][CH2:2][CH2:3][CH2:4][CH2:5][C@@H:6]([C:14]([O:16][CH2:17][CH2:18][Si:19]([CH3:22])([CH3:21])[CH3:20])=[O:15])[C:7]([O:9][C:10]([CH3:13])([CH3:12])[CH3:11])=[O:8].[C:23]([O:30][CH3:31])(=[O:29])/[CH:24]=[CH:25]/[C:26]([O-])=[O:27].CCN(C(C)C)C(C)C.CN(C(ON1N=NC2C=CC=NC1=2)=[N+](C)C)C.F[P-](F)(F)(F)(F)F. The catalyst is C(#N)C. The product is [CH3:31][O:30][C:23](=[O:29])/[CH:24]=[CH:25]/[C:26]([NH:1][CH2:2][CH2:3][CH2:4][CH2:5][C@@H:6]([C:14]([O:16][CH2:17][CH2:18][Si:19]([CH3:22])([CH3:21])[CH3:20])=[O:15])[C:7]([O:9][C:10]([CH3:12])([CH3:13])[CH3:11])=[O:8])=[O:27]. The yield is 0.850. (4) The reactants are [N+:1]([C:4]1[CH:5]=[C:6]([CH:22]=[CH:23][CH:24]=1)[CH2:7][CH2:8][N:9]1[CH2:14][CH2:13][N:12]([C:15]([O:17][C:18]([CH3:21])([CH3:20])[CH3:19])=[O:16])[CH2:11][CH2:10]1)([O-])=O.[H][H]. The catalyst is CO.[Pd].[OH-].[OH-].[Pd+2]. The product is [NH2:1][C:4]1[CH:5]=[C:6]([CH:22]=[CH:23][CH:24]=1)[CH2:7][CH2:8][N:9]1[CH2:10][CH2:11][N:12]([C:15]([O:17][C:18]([CH3:20])([CH3:21])[CH3:19])=[O:16])[CH2:13][CH2:14]1. The yield is 0.630. (5) The reactants are [CH3:1][C:2]1[CH:8]=[C:7]([B:9]2[O:13][C:12]([CH3:15])([CH3:14])[C:11]([CH3:17])([CH3:16])[O:10]2)[CH:6]=[C:5]([N+:18]([O-])=O)[C:3]=1[NH2:4]. The catalyst is CO.[Pd]. The product is [CH3:1][C:2]1[CH:8]=[C:7]([B:9]2[O:13][C:12]([CH3:15])([CH3:14])[C:11]([CH3:17])([CH3:16])[O:10]2)[CH:6]=[C:5]([NH2:18])[C:3]=1[NH2:4]. The yield is 0.890. (6) The reactants are Br[C:2]1[N:3]([CH2:9][O:10][CH2:11][CH2:12][Si:13]([CH3:16])([CH3:15])[CH3:14])[CH:4]=[C:5]([C:7]#[N:8])[N:6]=1.C([Mg]Cl)(C)C.C([C:24]([O:26][CH2:27][CH3:28])=[O:25])#N. The catalyst is O1CCCC1. The product is [CH2:27]([O:26][C:24]([C:2]1[N:3]([CH2:9][O:10][CH2:11][CH2:12][Si:13]([CH3:16])([CH3:15])[CH3:14])[CH:4]=[C:5]([C:7]#[N:8])[N:6]=1)=[O:25])[CH3:28]. The yield is 0.740. (7) The reactants are [C:1]12([NH2:11])[CH2:10][CH:5]3[CH2:6][CH:7]([CH2:9][CH:3]([CH2:4]3)[CH2:2]1)[CH2:8]2.[NH:12]1[C:20]2[C:15](=[CH:16][CH:17]=[CH:18][CH:19]=2)[CH:14]=[C:13]1[CH:21]=O. No catalyst specified. The product is [C:1]12([NH:11][CH2:21][C:13]3[NH:12][C:20]4[C:15]([CH:14]=3)=[CH:16][CH:17]=[CH:18][CH:19]=4)[CH2:8][CH:7]3[CH2:6][CH:5]([CH2:4][CH:3]([CH2:9]3)[CH2:2]1)[CH2:10]2. The yield is 0.730. (8) The reactants are [OH:1][C:2]1[C:3]([C:19](=[N:21][NH:22][C:23]([C:25]2[CH:34]=[CH:33][C:28]([C:29]([O:31]C)=[O:30])=[CH:27][CH:26]=2)=[O:24])[CH3:20])=[N:4][N:5]([CH3:18])[C:6]=1[C:7]1[CH:12]=[CH:11][C:10]([CH2:13][CH2:14][CH2:15][CH2:16][CH3:17])=[CH:9][CH:8]=1.CO.[OH-].[Na+].Cl. The catalyst is O. The product is [OH:1][C:2]1[C:3]([C:19](=[N:21][NH:22][C:23]([C:25]2[CH:26]=[CH:27][C:28]([C:29]([OH:31])=[O:30])=[CH:33][CH:34]=2)=[O:24])[CH3:20])=[N:4][N:5]([CH3:18])[C:6]=1[C:7]1[CH:8]=[CH:9][C:10]([CH2:13][CH2:14][CH2:15][CH2:16][CH3:17])=[CH:11][CH:12]=1. The yield is 0.740. (9) The reactants are [NH2:1][C:2]1[NH:6][N:5]=[CH:4][C:3]=1[C:7]#[N:8].[O:9]1[C:13]2[CH:14]=[CH:15][C:16]([C:18](=O)[CH2:19][C:20](OCC)=[O:21])=[CH:17][C:12]=2[CH:11]=[CH:10]1. The catalyst is CCCCO.CC1C=CC(S(O)(=O)=O)=CC=1. The product is [O:9]1[C:13]2[CH:14]=[CH:15][C:16]([C:18]3[NH:1][C:2]4[N:6]([N:5]=[CH:4][C:3]=4[C:7]#[N:8])[C:20](=[O:21])[CH:19]=3)=[CH:17][C:12]=2[CH:11]=[CH:10]1. The yield is 0.700. (10) The reactants are [OH:1][C:2]([CH3:38])([CH3:37])[CH2:3][C@@:4]1([C:31]2[CH:36]=[CH:35][CH:34]=[CH:33][CH:32]=2)[O:9][C:8](=[O:10])[N:7]([C@H:11]([C:13]2[CH:18]=[CH:17][C:16]([C:19]3[N:24]=[N:23][C:22]([C:25]4([C:28]([OH:30])=O)[CH2:27][CH2:26]4)=[CH:21][CH:20]=3)=[CH:15][CH:14]=2)[CH3:12])[CH2:6][CH2:5]1.[CH3:39][NH:40][CH3:41]. No catalyst specified. The product is [CH3:39][N:40]([CH3:41])[C:28]([C:25]1([C:22]2[N:23]=[N:24][C:19]([C:16]3[CH:17]=[CH:18][C:13]([C@@H:11]([N:7]4[CH2:6][CH2:5][C@:4]([CH2:3][C:2]([OH:1])([CH3:37])[CH3:38])([C:31]5[CH:36]=[CH:35][CH:34]=[CH:33][CH:32]=5)[O:9][C:8]4=[O:10])[CH3:12])=[CH:14][CH:15]=3)=[CH:20][CH:21]=2)[CH2:27][CH2:26]1)=[O:30]. The yield is 0.210.